From a dataset of Catalyst prediction with 721,799 reactions and 888 catalyst types from USPTO. Predict which catalyst facilitates the given reaction. Reactant: [H-].[H-].[H-].[H-].[Li+].[Al+3].[CH2:7]([N:14]1[CH2:19][CH2:18][O:17][CH2:16][CH:15]1[CH2:20][CH:21]([C:27](OCC)=[O:28])[C:22](OCC)=[O:23])[C:8]1[CH:13]=[CH:12][CH:11]=[CH:10][CH:9]=1.O.[OH-].[Na+]. Product: [CH2:7]([N:14]1[CH2:19][CH2:18][O:17][CH2:16][CH:15]1[CH2:20][CH:21]([CH2:27][OH:28])[CH2:22][OH:23])[C:8]1[CH:9]=[CH:10][CH:11]=[CH:12][CH:13]=1. The catalyst class is: 1.